From a dataset of Experimentally validated miRNA-target interactions with 360,000+ pairs, plus equal number of negative samples. Binary Classification. Given a miRNA mature sequence and a target amino acid sequence, predict their likelihood of interaction. (1) The miRNA is hsa-miR-6858-3p with sequence CAGCCAGCCCCUGCUCACCCCU. The protein sequence of the target gene is MTMRSAVFKAAAAPAGGNPEQRLDYERAAALGGPEDESGAAEAHFLPRHRKLKEPGPPLASSQGGSPSPSPAGCGGGKGRGLLLPAGAAPGQQEESWGGSVPLPCPPPATKQAGIGGEPVAAGAGCSPRPKYQAVLPIQTGSIVVAAAKEPTPWAGDKGGAAPPAATASDPAGPPPLPLPGPPPLAPTATAGTLAASEGRWKSIRKSPLGGGGGSGASSQAACLKQILLLQLDLIEQQQQQLQAKEKEIEELKSERDTLLARIERMERRMQLVKRDNEKERHKLLQGYEPEEREEAELSE.... Result: 0 (no interaction). (2) The miRNA is mmu-miR-3079-5p with sequence UUUGAUCUGAUGAGCUAAGCUGG. The protein sequence of the target gene is MVFAFWKVFLILSCLAGQVSVVQVTIPDGFVNVTVGSNVTLICIYTTTVASREQLSIQWSFFHKKEMEPISIYFSQGGQAVAIGQFKDRITGSNDPGNASITISHMQPADSGIYICDVNNPPDFLGQNQGILNVSVLVKPSKPLCSVQGRPETGHTISLSCLSALGTPSPVYYWHKLEGRDIVPVKENFNPTTGILVIGNLTNFEQGYYQCTAINRLGNSSCEIDLTSSHPEVGIIVGALIGSLVGAAIIISVVCFARNKAKAKAKERNSKTIAELEPMTKINPRGESEAMPREDATQLE.... Result: 0 (no interaction). (3) The miRNA is mmu-miR-1930-5p with sequence ACCUCCAUAGUACCUGCAGCGU. The protein sequence of the target gene is MDTPPLSESDSESDACLASDQELQDAFSRGLLKPGLNVVLEKPKKAVNDVSGLKQCLAEFRRDLEWVERLDVTLGPVPEVSETQPTPQNQDQKKGVNPEDDFQREMSFYRQAQAAVLAVLPRLHQLQVPTKRPTDYFAEMAKSDQQMQKIRQKLQTKQAAMEKSEKAKQLRALRKYGKKVQTEVLQKRQREKAHMMNAIKKYQKGFSDKLDFLEGDQKPVERSAKAGGKGQQMSKGPNAKRRYKNQKFGFGGKKKGSKWNTKESYDDVSSFRAKVAHGKGSRRPGKKGANKRPGKRARQK.... Result: 1 (interaction).